From a dataset of Catalyst prediction with 721,799 reactions and 888 catalyst types from USPTO. Predict which catalyst facilitates the given reaction. Reactant: [NH2:1][C:2]1[C:11]2[N:10]=[CH:9][C:8]([CH2:12][CH2:13][C:14]3[CH:19]=[CH:18][C:17]([O:20][CH3:21])=[CH:16][C:15]=3[CH3:22])=[CH:7][C:6]=2[C:5]2[CH:23]=[CH:24][C:25](/[CH:27]=[C:28](/[P:30](=[O:37])([O:34]CC)[O:31]CC)\[F:29])=[CH:26][C:4]=2[N:3]=1.C[Si](Br)(C)C. Product: [NH2:1][C:2]1[C:11]2[N:10]=[CH:9][C:8]([CH2:12][CH2:13][C:14]3[CH:19]=[CH:18][C:17]([O:20][CH3:21])=[CH:16][C:15]=3[CH3:22])=[CH:7][C:6]=2[C:5]2[CH:23]=[CH:24][C:25](/[CH:27]=[C:28](/[P:30](=[O:31])([OH:34])[OH:37])\[F:29])=[CH:26][C:4]=2[N:3]=1. The catalyst class is: 2.